Dataset: Peptide-MHC class II binding affinity with 134,281 pairs from IEDB. Task: Regression. Given a peptide amino acid sequence and an MHC pseudo amino acid sequence, predict their binding affinity value. This is MHC class II binding data. (1) The peptide sequence is AFKVAATAANAAGAN. The MHC is HLA-DPA10201-DPB11401 with pseudo-sequence HLA-DPA10201-DPB11401. The binding affinity (normalized) is 0.753. (2) The peptide sequence is GRPGNFLQSRPEPTA. The MHC is DRB1_0405 with pseudo-sequence DRB1_0405. The binding affinity (normalized) is 0.385. (3) The peptide sequence is KVRSHAAIGAYLEEQ. The MHC is HLA-DQA10201-DQB10303 with pseudo-sequence HLA-DQA10201-DQB10303. The binding affinity (normalized) is 0.692. (4) The peptide sequence is QKFVDTILSENGVVA. The MHC is DRB1_0802 with pseudo-sequence DRB1_0802. The binding affinity (normalized) is 0. (5) The peptide sequence is HYTVDKSKPKVYQ. The MHC is DRB4_0101 with pseudo-sequence DRB4_0103. The binding affinity (normalized) is 0. (6) The MHC is HLA-DPA10201-DPB10501 with pseudo-sequence HLA-DPA10201-DPB10501. The peptide sequence is YDSNIMNSINNVMDE. The binding affinity (normalized) is 0.235. (7) The peptide sequence is VRKVCYNAVLTHVKI. The MHC is DRB1_0301 with pseudo-sequence DRB1_0301. The binding affinity (normalized) is 0.808. (8) The MHC is DRB1_1101 with pseudo-sequence DRB1_1101. The binding affinity (normalized) is 0.585. The peptide sequence is SDAKTLVLNIKYTRP.